Dataset: Full USPTO retrosynthesis dataset with 1.9M reactions from patents (1976-2016). Task: Predict the reactants needed to synthesize the given product. Given the product [Cl:1][C:2]1[C:11]([C:12]2[CH:13]=[CH:14][CH:15]=[CH:16][CH:17]=2)=[C:10]([NH:34][CH3:33])[C:9]2[C:4](=[CH:5][CH:6]=[C:7]([C:19]([C:27]3[N:31]([CH3:32])[CH:30]=[N:29][CH:28]=3)([C:21]3[CH:26]=[CH:25][N:24]=[CH:23][CH:22]=3)[OH:20])[CH:8]=2)[N:3]=1.[C:37]([OH:39])([C:36]([F:41])([F:40])[F:35])=[O:38], predict the reactants needed to synthesize it. The reactants are: [Cl:1][C:2]1[C:11]([C:12]2[CH:17]=[CH:16][CH:15]=[CH:14][CH:13]=2)=[C:10](Cl)[C:9]2[C:4](=[CH:5][CH:6]=[C:7]([C:19]([C:27]3[N:31]([CH3:32])[CH:30]=[N:29][CH:28]=3)([C:21]3[CH:26]=[CH:25][N:24]=[CH:23][CH:22]=3)[OH:20])[CH:8]=2)[N:3]=1.[CH3:33][NH2:34].[F:35][C:36]([F:41])([F:40])[C:37]([OH:39])=[O:38].